Dataset: NCI-60 drug combinations with 297,098 pairs across 59 cell lines. Task: Regression. Given two drug SMILES strings and cell line genomic features, predict the synergy score measuring deviation from expected non-interaction effect. (1) Drug 1: COC1=C(C=C2C(=C1)N=CN=C2NC3=CC(=C(C=C3)F)Cl)OCCCN4CCOCC4. Drug 2: CNC(=O)C1=NC=CC(=C1)OC2=CC=C(C=C2)NC(=O)NC3=CC(=C(C=C3)Cl)C(F)(F)F. Cell line: SK-MEL-28. Synergy scores: CSS=24.3, Synergy_ZIP=-3.09, Synergy_Bliss=3.18, Synergy_Loewe=1.91, Synergy_HSA=3.33. (2) Drug 1: CNC(=O)C1=CC=CC=C1SC2=CC3=C(C=C2)C(=NN3)C=CC4=CC=CC=N4. Drug 2: C1CC(C1)(C(=O)O)C(=O)O.[NH2-].[NH2-].[Pt+2]. Cell line: SF-268. Synergy scores: CSS=26.4, Synergy_ZIP=3.64, Synergy_Bliss=5.51, Synergy_Loewe=1.88, Synergy_HSA=4.88. (3) Drug 2: CN1C(=O)N2C=NC(=C2N=N1)C(=O)N. Synergy scores: CSS=13.1, Synergy_ZIP=-3.04, Synergy_Bliss=3.27, Synergy_Loewe=-4.84, Synergy_HSA=-3.80. Cell line: HL-60(TB). Drug 1: CC(C1=C(C=CC(=C1Cl)F)Cl)OC2=C(N=CC(=C2)C3=CN(N=C3)C4CCNCC4)N. (4) Drug 1: CC1=C2C(C(=O)C3(C(CC4C(C3C(C(C2(C)C)(CC1OC(=O)C(C(C5=CC=CC=C5)NC(=O)C6=CC=CC=C6)O)O)OC(=O)C7=CC=CC=C7)(CO4)OC(=O)C)O)C)OC(=O)C. Drug 2: C1=NC(=NC(=O)N1C2C(C(C(O2)CO)O)O)N. Cell line: NCI-H226. Synergy scores: CSS=31.2, Synergy_ZIP=-10.2, Synergy_Bliss=-3.76, Synergy_Loewe=-1.25, Synergy_HSA=-0.865. (5) Drug 1: CCC1(CC2CC(C3=C(CCN(C2)C1)C4=CC=CC=C4N3)(C5=C(C=C6C(=C5)C78CCN9C7C(C=CC9)(C(C(C8N6C=O)(C(=O)OC)O)OC(=O)C)CC)OC)C(=O)OC)O.OS(=O)(=O)O. Drug 2: CS(=O)(=O)OCCCCOS(=O)(=O)C. Cell line: T-47D. Synergy scores: CSS=-8.26, Synergy_ZIP=2.36, Synergy_Bliss=-0.857, Synergy_Loewe=-7.53, Synergy_HSA=-7.09. (6) Drug 1: CC1=CC=C(C=C1)C2=CC(=NN2C3=CC=C(C=C3)S(=O)(=O)N)C(F)(F)F. Drug 2: C1CNP(=O)(OC1)N(CCCl)CCCl. Cell line: NCI-H226. Synergy scores: CSS=-2.91, Synergy_ZIP=1.10, Synergy_Bliss=-0.370, Synergy_Loewe=-1.43, Synergy_HSA=-2.66. (7) Drug 1: COC1=NC(=NC2=C1N=CN2C3C(C(C(O3)CO)O)O)N. Drug 2: CC1CCC2CC(C(=CC=CC=CC(CC(C(=O)C(C(C(=CC(C(=O)CC(OC(=O)C3CCCCN3C(=O)C(=O)C1(O2)O)C(C)CC4CCC(C(C4)OC)OCCO)C)C)O)OC)C)C)C)OC. Cell line: SNB-19. Synergy scores: CSS=-1.66, Synergy_ZIP=-0.159, Synergy_Bliss=-0.379, Synergy_Loewe=-6.61, Synergy_HSA=-3.39. (8) Drug 1: CC1=C(C(CCC1)(C)C)C=CC(=CC=CC(=CC(=O)O)C)C. Drug 2: CS(=O)(=O)CCNCC1=CC=C(O1)C2=CC3=C(C=C2)N=CN=C3NC4=CC(=C(C=C4)OCC5=CC(=CC=C5)F)Cl. Cell line: BT-549. Synergy scores: CSS=-3.80, Synergy_ZIP=0.294, Synergy_Bliss=-5.69, Synergy_Loewe=-8.11, Synergy_HSA=-8.11. (9) Drug 1: CC(C1=C(C=CC(=C1Cl)F)Cl)OC2=C(N=CC(=C2)C3=CN(N=C3)C4CCNCC4)N. Drug 2: C#CCC(CC1=CN=C2C(=N1)C(=NC(=N2)N)N)C3=CC=C(C=C3)C(=O)NC(CCC(=O)O)C(=O)O. Cell line: EKVX. Synergy scores: CSS=5.58, Synergy_ZIP=-3.18, Synergy_Bliss=-0.875, Synergy_Loewe=-3.55, Synergy_HSA=-0.214.